From a dataset of Catalyst prediction with 721,799 reactions and 888 catalyst types from USPTO. Predict which catalyst facilitates the given reaction. (1) Reactant: Cl[CH2:2][C:3]1[S:4][CH:5]=[CH:6][C:7]=1[CH2:8][N:9]([CH3:11])[CH3:10].[N-:12]=[N+:13]=[N-:14].[Na+]. Product: [N:12]([CH2:2][C:3]1[S:4][CH:5]=[CH:6][C:7]=1[CH2:8][N:9]([CH3:11])[CH3:10])=[N+:13]=[N-:14]. The catalyst class is: 8. (2) Product: [C:21]([C:13]1[CH:14]=[N:15][C:16]2[C:11]([CH:12]=1)=[CH:10][C:9]([O:8][CH:5]([S:6][CH3:7])[C:4]([OH:27])=[O:3])=[C:18]([F:19])[C:17]=2[CH3:20])#[CH:22]. Reactant: C([O:3][C:4](=[O:27])[CH:5]([O:8][C:9]1[CH:10]=[C:11]2[C:16](=[C:17]([CH3:20])[C:18]=1[F:19])[N:15]=[CH:14][C:13]([C:21]#[C:22][Si](C)(C)C)=[CH:12]2)[S:6][CH3:7])C.[OH-].[Na+].Cl. The catalyst class is: 1.